Dataset: Reaction yield outcomes from USPTO patents with 853,638 reactions. Task: Predict the reaction yield, written as a fraction of the theoretical maximum amount of product (1.0 means a 100% yield; for example, 0.34 means a 34% yield). (1) The reactants are [Br:1][C:2]1[NH:6][CH:5]=[N:4][CH:3]=1.[H-].[Na+].Br[CH2:10][CH2:11][O:12][C:13]([C:26]1[CH:31]=[CH:30][CH:29]=[CH:28][CH:27]=1)([C:20]1[CH:25]=[CH:24][CH:23]=[CH:22][CH:21]=1)[C:14]1[CH:19]=[CH:18][CH:17]=[CH:16][CH:15]=1. The catalyst is CN(C=O)C.O. The product is [Br:1][C:2]1[N:6]=[CH:5][N:4]([CH2:10][CH2:11][O:12][C:13]([C:20]2[CH:25]=[CH:24][CH:23]=[CH:22][CH:21]=2)([C:14]2[CH:15]=[CH:16][CH:17]=[CH:18][CH:19]=2)[C:26]2[CH:31]=[CH:30][CH:29]=[CH:28][CH:27]=2)[CH:3]=1. The yield is 0.690. (2) The reactants are Br[C:2]1[CH:11]=C[C:5](C(OC)=O)=[C:4]([F:12])[CH:3]=1.[B:22]1([B:22]2[O:26][C:25]([CH3:28])([CH3:27])[C:24]([CH3:30])([CH3:29])[O:23]2)[O:26][C:25]([CH3:28])([CH3:27])[C:24]([CH3:30])([CH3:29])[O:23]1.[C:31]([O-:34])(=[O:33])[CH3:32].[K+].O1CCOC[CH2:37]1. The catalyst is C1C=CC(P(C2C=CC=CC=2)[C-]2C=CC=C2)=CC=1.C1C=CC(P(C2C=CC=CC=2)[C-]2C=CC=C2)=CC=1.Cl[Pd]Cl.[Fe+2]. The product is [F:12][C:4]1[CH:5]=[C:32]([CH:11]=[CH:2][C:3]=1[B:22]1[O:23][C:24]([CH3:29])([CH3:30])[C:25]([CH3:27])([CH3:28])[O:26]1)[C:31]([O:34][CH3:37])=[O:33]. The yield is 0.790. (3) The product is [C:36]([O:35][C:33]([NH:32][CH2:31][C:30](=[O:29])[CH:14]([P:15]([C:20]([O:25][CH2:26][CH3:27])([O:22][CH2:23][CH3:24])[CH3:21])(=[O:19])[O:16][CH2:17][CH3:18])[F:13])=[O:34])([CH3:39])([CH3:38])[CH3:37]. The catalyst is C1COCC1. The reactants are C(NC(C)C)(C)C.[Li]CCCC.[F:13][CH2:14][P:15]([C:20]([O:25][CH2:26][CH3:27])([O:22][CH2:23][CH3:24])[CH3:21])(=[O:19])[O:16][CH2:17][CH3:18].C[O:29][C:30](=O)[CH2:31][NH:32][C:33]([O:35][C:36]([CH3:39])([CH3:38])[CH3:37])=[O:34].C(O)(=O)C.[Cl-].[Na+]. The yield is 0.440. (4) The reactants are Br[CH:2]1[CH2:7][CH2:6][CH2:5][N:4]([CH:8]2[CH2:13][CH2:12][N:11]([C:14]([O:16][C:17]([CH3:20])([CH3:19])[CH3:18])=[O:15])[CH2:10][CH2:9]2)[C:3]1=[O:21].C([O-])([O-])=O.[K+].[K+].[Br:28][C:29]1[C:34]([F:35])=[CH:33][C:32]([OH:36])=[C:31]([F:37])[CH:30]=1. The catalyst is CN(C=O)C.O.CCOC(C)=O. The product is [Br:28][C:29]1[C:34]([F:35])=[CH:33][C:32]([O:36][CH:2]2[CH2:7][CH2:6][CH2:5][N:4]([CH:8]3[CH2:13][CH2:12][N:11]([C:14]([O:16][C:17]([CH3:20])([CH3:19])[CH3:18])=[O:15])[CH2:10][CH2:9]3)[C:3]2=[O:21])=[C:31]([F:37])[CH:30]=1. The yield is 0.730. (5) The reactants are [NH2:1][C:2]1[CH:3]=[C:4]([CH:21]=[CH:22][CH:23]=1)[O:5][C:6]1[CH:20]=[CH:19][C:9]2[N:10]=[C:11]([NH:13][C:14]([CH:16]3[CH2:18][CH2:17]3)=[O:15])[O:12][C:8]=2[CH:7]=1.[F:24][C:25]([F:36])([F:35])[C:26]1[CH:27]=[C:28]([CH:32]=[CH:33][CH:34]=1)[C:29](Cl)=[O:30]. The catalyst is N1C=CC=CC=1.CN(C)C1C=CN=CC=1. The product is [CH:16]1([C:14]([NH:13][C:11]2[O:12][C:8]3[CH:7]=[C:6]([O:5][C:4]4[CH:3]=[C:2]([NH:1][C:29](=[O:30])[C:28]5[CH:32]=[CH:33][CH:34]=[C:26]([C:25]([F:24])([F:35])[F:36])[CH:27]=5)[CH:23]=[CH:22][CH:21]=4)[CH:20]=[CH:19][C:9]=3[N:10]=2)=[O:15])[CH2:18][CH2:17]1. The yield is 0.500.